From a dataset of CYP2D6 inhibition data for predicting drug metabolism from PubChem BioAssay. Regression/Classification. Given a drug SMILES string, predict its absorption, distribution, metabolism, or excretion properties. Task type varies by dataset: regression for continuous measurements (e.g., permeability, clearance, half-life) or binary classification for categorical outcomes (e.g., BBB penetration, CYP inhibition). Dataset: cyp2d6_veith. (1) The molecule is Cc1ccc(C)c(NC(=O)NCc2ccc(Cl)cc2)c1. The result is 1 (inhibitor). (2) The molecule is Cc1nn(C)c(Oc2ccc(Cl)cc2)c1C(=O)Nc1ccc(F)cc1F. The result is 0 (non-inhibitor). (3) The compound is COC(=O)C1C2CCC(C2)C1C(=O)OCC(=O)c1ccccc1. The result is 0 (non-inhibitor). (4) The drug is COc1ccc(C(=O)N2CCC3(CC2)CN(c2cccc(-c4ccccc4)c2)C3)cc1. The result is 0 (non-inhibitor).